Task: Predict the product of the given reaction.. Dataset: Forward reaction prediction with 1.9M reactions from USPTO patents (1976-2016) (1) Given the reactants [NH2:1][C:2]1[C:10]2[CH2:9][CH2:8][N:7]([C:11]3[CH:16]=[CH:15][C:14]([O:17][CH3:18])=[CH:13][CH:12]=3)[C:6](=[O:19])[C:5]=2[NH:4][N:3]=1.[C:20](=[O:23])([O-])[O-].[K+].[K+].[CH3:26][C:27]1[CH:44]=[C:43]([CH3:45])[CH:42]=[C:41]([CH3:46])[C:28]=1[CH2:29][N:30]1[CH2:35][CH2:34][N:33]([C:36](=O)[CH2:37]CCl)[CH2:32][CH2:31]1, predict the reaction product. The product is: [NH2:1][C:2]1[C:10]2[CH2:9][CH2:8][N:7]([C:11]3[CH:16]=[CH:15][C:14]([O:17][CH3:18])=[CH:13][CH:12]=3)[C:6](=[O:19])[C:5]=2[N:4]([C:20](=[O:23])[CH2:37][CH2:36][N:33]2[CH2:34][CH2:35][N:30]([CH2:29][C:28]3[C:41]([CH3:46])=[CH:42][C:43]([CH3:45])=[CH:44][C:27]=3[CH3:26])[CH2:31][CH2:32]2)[N:3]=1. (2) Given the reactants C([C:4]1[CH:37]=[CH:36][C:7]2[C:8](=[CH:17][CH2:18][CH2:19][N:20]3[CH2:25][CH2:24][C:23]([C:27]4[CH:32]=[CH:31][C:30]([Cl:33])=[CH:29][CH:28]=4)([OH:26])[C:22]([CH3:35])([CH3:34])[CH2:21]3)[C:9]3[CH:16]=[CH:15][CH:14]=[CH:13][C:10]=3O[CH2:12][C:6]=2[N:5]=1)C=C.[CH2:38]1C[O:41][CH2:40][CH2:39]1.[OH2:43].S(=O)(O)[O-:45].[Na+], predict the reaction product. The product is: [Cl:33][C:30]1[CH:29]=[CH:28][C:27]([C:23]2([OH:26])[CH2:24][CH2:25][N:20]([CH2:19][CH2:18][CH:17]=[C:8]3[C:7]4[CH:36]=[CH:37][CH:4]=[N:5][C:6]=4[CH2:12][O:43][C:10]4[CH:13]=[CH:14][C:15]([CH2:38][CH:39]([OH:45])[CH2:40][OH:41])=[CH:16][C:9]3=4)[CH2:21][C:22]2([CH3:34])[CH3:35])=[CH:32][CH:31]=1. (3) Given the reactants ClC(N(C)C)=C(C)C.[C:9]([NH:17][C:18]([NH:20][C:21]1([C:38]2[CH:43]=[CH:42][CH:41]=[CH:40][CH:39]=2)[CH:25]([CH2:26]O)[CH2:24][N:23]([C:28]([O:30][CH2:31][C:32]2[CH:37]=[CH:36][CH:35]=[CH:34][CH:33]=2)=[O:29])[CH2:22]1)=[S:19])(=[O:16])[C:10]1[CH:15]=[CH:14][CH:13]=[CH:12][CH:11]=1.C(=O)([O-])O.[Na+], predict the reaction product. The product is: [C:9]([NH:17][C:18]1[S:19][CH2:26][CH:25]2[CH2:24][N:23]([C:28]([O:30][CH2:31][C:32]3[CH:37]=[CH:36][CH:35]=[CH:34][CH:33]=3)=[O:29])[CH2:22][C:21]2([C:38]2[CH:39]=[CH:40][CH:41]=[CH:42][CH:43]=2)[N:20]=1)(=[O:16])[C:10]1[CH:15]=[CH:14][CH:13]=[CH:12][CH:11]=1. (4) Given the reactants Br[C:2]1[CH:3]=[N:4][CH:5]=[CH:6][CH:7]=1.[CH:8]1([Mg]Cl)[CH2:12][CH2:11][CH2:10][CH2:9]1, predict the reaction product. The product is: [CH:8]1([C:2]2[CH:3]=[N:4][CH:5]=[CH:6][CH:7]=2)[CH2:12][CH2:11][CH2:10][CH2:9]1. (5) The product is: [CH:10]1[C:11]2[C:12](=[CH:14][C:15]([NH:17][CH2:18][CH2:19][CH2:20][CH2:21][CH2:22][CH2:23][CH2:24][C:25]([NH:64][C:61]3[CH:62]=[CH:63][C:58]([F:57])=[CH:59][C:60]=3[NH2:65])=[O:26])=[O:16])[C:13]3[C:5](=[CH:4][CH:3]=[CH:2][CH:1]=3)[C:6]=2[CH:7]=[CH:8][CH:9]=1. Given the reactants [CH:1]1[C:13]2[C:12](=[CH:14][C:15]([NH:17][CH2:18][CH2:19][CH2:20][CH2:21][CH2:22][CH2:23][CH2:24][C:25](O)=[O:26])=[O:16])[C:11]3[C:6](=[CH:7][CH:8]=[CH:9][CH:10]=3)[C:5]=2[CH:4]=[CH:3][CH:2]=1.Cl.C(N=C=NCCCN(C)C)C.OC1C2N=NNC=2C=CC=1.C(N(CC)CC)C.[F:57][C:58]1[CH:63]=[CH:62][C:61]([NH2:64])=[C:60]([NH2:65])[CH:59]=1, predict the reaction product.